The task is: Predict the reactants needed to synthesize the given product.. This data is from Full USPTO retrosynthesis dataset with 1.9M reactions from patents (1976-2016). (1) Given the product [C:29]([C:26]1[NH:25][C:24]([C:22]([NH:21][C:9]2[CH:10]=[CH:11][C:12]([C:14]3([O:20][CH2:33][C:32]([OH:36])=[O:35])[CH2:19][CH2:18][O:17][CH2:16][CH2:15]3)=[CH:13][C:8]=2[C:5]2[CH2:6][CH2:7][C:2]([CH3:31])([CH3:1])[CH2:3][CH:4]=2)=[O:23])=[N:28][CH:27]=1)#[N:30], predict the reactants needed to synthesize it. The reactants are: [CH3:1][C:2]1([CH3:31])[CH2:7][CH2:6][C:5]([C:8]2[CH:13]=[C:12]([C:14]3([OH:20])[CH2:19][CH2:18][O:17][CH2:16][CH2:15]3)[CH:11]=[CH:10][C:9]=2[NH:21][C:22]([C:24]2[NH:25][C:26]([C:29]#[N:30])=[CH:27][N:28]=2)=[O:23])=[CH:4][CH2:3]1.[C:32]([O:36]C)(=[O:35])[CH2:33]O.C(O)(C(F)(F)F)=O.[OH-].[K+]. (2) Given the product [Cl:23][C:24]1[CH:29]=[CH:28][C:27]([N:30]2[CH2:21][CH:7]([C:1]3[CH:6]=[CH:5][CH:4]=[CH:3][CH:2]=3)[C:8]([C:10]3[CH:20]=[CH:19][C:13]4[O:14][CH2:15][C:16](=[O:18])[NH:17][C:12]=4[CH:11]=3)=[N:31]2)=[CH:26][CH:25]=1, predict the reactants needed to synthesize it. The reactants are: [C:1]1([C:7](=[CH2:21])[C:8]([C:10]2[CH:20]=[CH:19][C:13]3[O:14][CH2:15][C:16](=[O:18])[NH:17][C:12]=3[CH:11]=2)=O)[CH:6]=[CH:5][CH:4]=[CH:3][CH:2]=1.Cl.[Cl:23][C:24]1[CH:29]=[CH:28][C:27]([NH:30][NH2:31])=[CH:26][CH:25]=1.C(N(CC)CC)C. (3) Given the product [F:1][C:2]([F:10])([F:11])[C:3]1[CH:4]=[C:5]([NH:6]/[C:13](=[CH:12]/[C:18]([O:20][CH3:21])=[O:19])/[C:14]([O:16][CH3:17])=[O:15])[CH:7]=[CH:8][CH:9]=1, predict the reactants needed to synthesize it. The reactants are: [F:1][C:2]([F:11])([F:10])[C:3]1[CH:4]=[C:5]([CH:7]=[CH:8][CH:9]=1)[NH2:6].[C:12]([C:18]([O:20][CH3:21])=[O:19])#[C:13][C:14]([O:16][CH3:17])=[O:15]. (4) Given the product [CH3:1][O:2][C:3]1[CH:11]=[C:10]([C:12]([F:14])([F:13])[F:15])[CH:9]=[C:8]([C:16]([F:18])([F:19])[F:17])[C:4]=1[C:5]([NH:43][CH:36]([C:37]1[CH:42]=[CH:41][CH:40]=[CH:39][CH:38]=1)[C:35]([CH3:44])([N:45]1[CH2:46][CH2:47][CH2:48][CH2:49]1)[CH3:34])=[O:7], predict the reactants needed to synthesize it. The reactants are: [CH3:1][O:2][C:3]1[CH:11]=[C:10]([C:12]([F:15])([F:14])[F:13])[CH:9]=[C:8]([C:16]([F:19])([F:18])[F:17])[C:4]=1[C:5]([OH:7])=O.C(N(CC)CC)C.C(S(Cl)(=O)=O)CC.[CH3:34][C:35]([N:45]1[CH2:49][CH2:48][CH2:47][CH2:46]1)([CH3:44])[C@H:36]([NH2:43])[C:37]1[CH:42]=[CH:41][CH:40]=[CH:39][CH:38]=1.